From a dataset of Full USPTO retrosynthesis dataset with 1.9M reactions from patents (1976-2016). Predict the reactants needed to synthesize the given product. (1) Given the product [C:1]([O:5][C:6]([NH:8][C@@H:9]([CH2:13][S:14][S:16][CH3:15])[C:10]([OH:12])=[O:11])=[O:7])([CH3:4])([CH3:3])[CH3:2], predict the reactants needed to synthesize it. The reactants are: [C:1]([O:5][C:6]([NH:8][C@@H:9]([CH2:13][SH:14])[C:10]([OH:12])=[O:11])=[O:7])([CH3:4])([CH3:3])[CH3:2].[CH3:15][S-:16].[Na+].II.Cl. (2) Given the product [Br:5][C:6]1[C:7]([O:1][CH3:2])=[N:8][CH:9]=[C:10]([N+:12]([O-:14])=[O:13])[CH:11]=1, predict the reactants needed to synthesize it. The reactants are: [O-:1][CH2:2]C.[Na+].[Br:5][C:6]1[C:7](Cl)=[N:8][CH:9]=[C:10]([N+:12]([O-:14])=[O:13])[CH:11]=1.[Cl-].[NH4+]. (3) Given the product [CH:1]1[C:10]2[C:5](=[CH:6][CH:7]=[CH:8][CH:9]=2)[C:4]([C:15]2[N:20]=[C:19]([NH2:21])[N:18]=[C:17]([NH:22][CH3:23])[CH:16]=2)=[CH:3][N:2]=1, predict the reactants needed to synthesize it. The reactants are: [CH:1]1[C:10]2[C:5](=[CH:6][CH:7]=[CH:8][CH:9]=2)[C:4](B(O)O)=[CH:3][N:2]=1.Cl[C:15]1[N:20]=[C:19]([NH2:21])[N:18]=[C:17]([NH:22][CH3:23])[CH:16]=1. (4) Given the product [N:1]12[CH2:8][CH2:7][CH:4]([CH2:5][CH2:6]1)[C@@H:3]([NH:9][C:10]([C:12]1[O:13][C:14]([C:24]3[CH:23]=[CH:22][CH:21]=[C:20]([C:19]([F:30])([F:29])[F:18])[CH:25]=3)=[CH:15][CH:16]=1)=[O:11])[CH2:2]2, predict the reactants needed to synthesize it. The reactants are: [N:1]12[CH2:8][CH2:7][CH:4]([CH2:5][CH2:6]1)[C@@H:3]([NH:9][C:10]([C:12]1[O:13][C:14](Br)=[CH:15][CH:16]=1)=[O:11])[CH2:2]2.[F:18][C:19]([F:30])([F:29])[C:20]1[CH:21]=[C:22](B(O)O)[CH:23]=[CH:24][CH:25]=1.C(=O)([O-])[O-].[Na+].[Na+]. (5) Given the product [NH2:5][CH2:9][CH:10]([NH:18][C:19]([C:21]1[S:22][CH:23]=[C:24]([C:26]2[N:30]([CH3:31])[N:29]=[CH:28][C:27]=2[C:32]2[CH:33]=[CH:34][CH:35]=[CH:36][CH:37]=2)[CH:25]=1)=[O:20])[CH2:11][C:12]1[CH:17]=[CH:16][CH:15]=[CH:14][CH:13]=1, predict the reactants needed to synthesize it. The reactants are: CC([N:5]([CH2:9][CH:10]([NH:18][C:19]([C:21]1[S:22][CH:23]=[C:24]([C:26]2[N:30]([CH3:31])[N:29]=[CH:28][C:27]=2[C:32]2[CH:37]=[CH:36][CH:35]=[CH:34][CH:33]=2)[CH:25]=1)=[O:20])[CH2:11][C:12]1[CH:17]=[CH:16][CH:15]=[CH:14][CH:13]=1)C(=O)[O-])(C)C. (6) Given the product [Br:1][C:2]1[C:3]([N:8]([C:9]([O:10][CH2:11][C:12]([Cl:14])([Cl:13])[Cl:15])=[O:16])[C@H:18]([C:19]([O:21][CH2:22][C:23]2[CH:24]=[CH:25][C:26]([O:29][CH3:30])=[CH:27][CH:28]=2)=[O:20])[CH2:31][CH:32]([CH3:34])[CH3:33])=[N:4][N:5]([CH3:7])[CH:6]=1, predict the reactants needed to synthesize it. The reactants are: [Br:1][C:2]1[C:3]([NH:8][C:9](=[O:16])[O:10][CH2:11][C:12]([Cl:15])([Cl:14])[Cl:13])=[N:4][N:5]([CH3:7])[CH:6]=1.O[CH:18]([CH2:31][CH:32]([CH3:34])[CH3:33])[C:19]([O:21][CH2:22][C:23]1[CH:28]=[CH:27][C:26]([O:29][CH3:30])=[CH:25][CH:24]=1)=[O:20].C1(P(C2C=CC=CC=2)C2C=CC=CC=2)C=CC=CC=1.N(C(OC(C)C)=O)=NC(OC(C)C)=O. (7) Given the product [CH2:15]([C:4]1[C:3]([C:17]#[N:18])=[C:2]([NH:1][C:25]2[CH:26]=[CH:27][C:22]([CH3:21])=[CH:23][CH:24]=2)[N:6]([C:7]2[CH:12]=[CH:11][CH:10]=[CH:9][C:8]=2[O:13][CH3:14])[N:5]=1)[CH3:16], predict the reactants needed to synthesize it. The reactants are: [NH2:1][C:2]1[N:6]([C:7]2[CH:12]=[CH:11][CH:10]=[CH:9][C:8]=2[O:13][CH3:14])[N:5]=[C:4]([CH2:15][CH3:16])[C:3]=1[C:17]#[N:18].CO[C:21](=O)[C:22]1[CH:27]=[C:26](C)[CH:25]=[CH:24][C:23]=1Br.C(=O)([O-])[O-].[Cs+].[Cs+].